Dataset: Full USPTO retrosynthesis dataset with 1.9M reactions from patents (1976-2016). Task: Predict the reactants needed to synthesize the given product. (1) Given the product [Br:27][C:28](=[CH2:29])[CH2:30][C:12]1([C:15]([O:17][CH2:18][CH3:19])=[O:16])[CH2:11][CH2:10][N:9]([C:20]([O:22][C:23]([CH3:25])([CH3:24])[CH3:26])=[O:21])[CH2:14][CH2:13]1, predict the reactants needed to synthesize it. The reactants are: C([N-]C(C)C)(C)C.[Li+].[N:9]1([C:20]([O:22][C:23]([CH3:26])([CH3:25])[CH3:24])=[O:21])[CH2:14][CH2:13][CH:12]([C:15]([O:17][CH2:18][CH3:19])=[O:16])[CH2:11][CH2:10]1.[Br:27][C:28]([CH2:30]Br)=[CH2:29]. (2) Given the product [ClH:1].[NH2:44][CH2:43][C@H:40]1[CH2:41][CH2:42][C@H:37]([C:35]([NH:34][C@@H:20]([CH2:19][C:15]2[CH:14]=[C:13]([C:11]3[CH:12]=[C:7]([S:4](=[O:5])(=[O:6])[N:3]([CH3:2])[CH3:53])[CH:8]=[CH:9][C:10]=3[CH3:52])[CH:18]=[CH:17][CH:16]=2)[C:21](=[O:33])[NH:22][C:23]2[CH:31]=[C:30]3[C:26]([C:27](=[O:32])[NH:28][NH:29]3)=[CH:25][CH:24]=2)=[O:36])[CH2:38][CH2:39]1, predict the reactants needed to synthesize it. The reactants are: [ClH:1].[CH3:2][N:3]([CH3:53])[S:4]([C:7]1[CH:8]=[CH:9][C:10]([CH3:52])=[C:11]([C:13]2[CH:18]=[CH:17][CH:16]=[C:15]([CH2:19][C@H:20]([NH:34][C:35]([C@H:37]3[CH2:42][CH2:41][C@H:40]([CH2:43][NH:44]C(=O)OC(C)(C)C)[CH2:39][CH2:38]3)=[O:36])[C:21](=[O:33])[NH:22][C:23]3[CH:31]=[C:30]4[C:26]([C:27](=[O:32])[NH:28][NH:29]4)=[CH:25][CH:24]=3)[CH:14]=2)[CH:12]=1)(=[O:6])=[O:5]. (3) Given the product [Cl:20][C:21]1[CH:26]=[C:25]([N:16]2[CH2:17][CH2:18][O:19][CH:14]([C:11]3[NH:12][CH:13]=[C:9]([C:6]4[CH:7]=[CH:8][C:3]([O:2][CH3:1])=[CH:4][CH:5]=4)[N:10]=3)[CH2:15]2)[N:24]=[C:23]([NH2:28])[N:22]=1, predict the reactants needed to synthesize it. The reactants are: [CH3:1][O:2][C:3]1[CH:8]=[CH:7][C:6]([C:9]2[N:10]=[C:11]([CH:14]3[O:19][CH2:18][CH2:17][NH:16][CH2:15]3)[NH:12][CH:13]=2)=[CH:5][CH:4]=1.[Cl:20][C:21]1[CH:26]=[C:25](Cl)[N:24]=[C:23]([NH2:28])[N:22]=1.CCN(C(C)C)C(C)C. (4) Given the product [CH3:18][N:19]1[C:14](=[CH2:15])[C:6]2[C:5](=[C:10]([N+:11]([O-:13])=[O:12])[CH:9]=[CH:8][CH:7]=2)[C:4]1=[O:3], predict the reactants needed to synthesize it. The reactants are: C([O:3][C:4](=O)[C:5]1[C:10]([N+:11]([O-:13])=[O:12])=[CH:9][CH:8]=[CH:7][C:6]=1[C:14](=O)[CH3:15])C.[CH3:18][NH2:19]. (5) Given the product [NH2:7][C@@H:8]1[CH2:13][CH2:12][CH2:11][N:10]([C:14]([C:16]2[CH:36]=[C:35]([O:37][CH3:38])[C:19]3[N:20]([CH3:34])[C:21]([C:23]4[N:31]([CH2:32][CH3:33])[C:26]5=[N:27][CH:28]=[CH:29][CH:30]=[C:25]5[CH:24]=4)=[N:22][C:18]=3[CH:17]=2)=[O:15])[CH2:9]1, predict the reactants needed to synthesize it. The reactants are: C(OC(=O)[NH:7][C@@H:8]1[CH2:13][CH2:12][CH2:11][N:10]([C:14]([C:16]2[CH:36]=[C:35]([O:37][CH3:38])[C:19]3[N:20]([CH3:34])[C:21]([C:23]4[N:31]([CH2:32][CH3:33])[C:26]5=[N:27][CH:28]=[CH:29][CH:30]=[C:25]5[CH:24]=4)=[N:22][C:18]=3[CH:17]=2)=[O:15])[CH2:9]1)(C)(C)C.C(O)(C(F)(F)F)=O.